From a dataset of Human Reference Interactome with 51,813 positive PPI pairs across 8,248 proteins, plus equal number of experimentally-validated negative pairs. Binary Classification. Given two protein amino acid sequences, predict whether they physically interact or not. (1) Protein 1 (ENSG00000163879) has sequence MVTANKAHTGQGSCWVATLASAMIPPADSLLKYDTPVLVSRNTEKRSPKARLLKVSPQQPGPSGSAPQPPKTKLPSTPCVPDPTKQAEEILNAILPPREWVEDTQLWIQQVSSTPSTRMDVVHLQEQLDLKLQQRQARETGICPVRRELYSQCFDELIREVTINCAERGLLLLRVRDEIRMTIAAYQTLYESSVAFGMRKALQAEQGKSDMERKIAELETEKRDLERQVNEQKAKCEATEKRESERRQVEEKKHNEEIQFLKRTNQQLKAQLEGIIAPKK*MIPPADSLLKYDTPVLVSR.... Protein 2 (ENSG00000187778) has sequence MDKDSQGLLDSSLMASGTASRSEDEESLAGQKRASSQALGTIPKRRSSSRFIKRKKFDDELVESSLAKSSTRAKGASGVEPGRCSGSEPSSSEKKKVSKAPSTPVPPSPAPAPGLTKRVKKSKQPLQVTKDLGRWKPADDLLLINAVLQTNDLTSVHLGVKFSCRFTLREVQERWYALLYDPVISKLACQAMRQLHPEAIAAIQSKALFSKAEEQLLSKVGSTSQPTLETFQDLLHRHPDAFYLARTAKALQAHWQLMKQYYLLEDQTVQPLPKGDQVLNFSDAEDLIDDSKLKDMRDEV.... Result: 0 (the proteins do not interact). (2) Protein 1 (ENSG00000167088) has sequence MKLVRFLMKLSHETVTIELKNGTQVHGTITGVDVSMNTHLKAVKMTLKNREPVQLETLSIRGNNIRYFILPDSLPLDTLLVDVEPKVKSKKREAVAGRGRGRGRGRGRGRGRGRGGPRR*MTLKNREPVQLETLSIRGNNIRYFILPDSLPLDTLLVDVEPKVKSKKREAVAGRGRGRGRGRGRGRGRGRGGPRR*MKLVRFLMKLSHETVTIELKNGTQVHGTITVYLWIHYLWMLNLR*. Protein 2 (ENSG00000183715) has sequence MGVCGYLFLPWKCLVVVSLRLLFLVPTGVPVRSGDATFPKAMDNVTVRQGESATLRCTIDDRVTRVAWLNRSTILYAGNDKWSIDPRVIILVNTPTQYSIMIQNVDVYDEGPYTCSVQTDNHPKTSRVHLIVQVPPQIMNISSDITVNEGSSVTLLCLAIGRPEPTVTWRHLSVKEGQGFVSEDEYLEISDIKRDQSGEYECSALNDVAAPDVRKVKITVNYPPYISKAKNTGVSVGQKGILSCEASAVPMAEFQWFKEETRLATGLDGMRIENKGRMSTLTFFNVSEKDYGNYTCVATN.... Result: 0 (the proteins do not interact). (3) Protein 1 (ENSG00000120235) has sequence TMALPFALLMALVVLSCKSSCSLDCDLPQTHSLGHRRTMMLLAQMRRISLFSCLKDRHDFRFPQEEFDGNQFQKAEAISVLHEVIQQTFNLFSTKDSSVAWDERLLDKLYTELYQQLNDLEACVMQEVWVGGTPLMNEDSILAVRKYFQRITLYLTEKKYSPCAWEVVRAEIMRSFSSSRNLQERLRRKE*MALPFALLMALVVLSCKSSCSLDCDLPQTHSLGHRRTMMLLAQMRRISLFSCLKDRHDFRFPQEEFDGNQFQKAEAISVLHEVIQQTFNLFSTKDSSVAWDERLLDKLY.... Protein 2 (ENSG00000203880) has sequence MGGAVSAGEDNDELIDNLKEAQYIRTELVEQAFRAIDRADYYLEEFKENAYKDLAWKHGNIHLSAPCIYSEVMEALDLQPGLSFLNLGSGTGYLSSMVGLILGPFGVNHGVELHSDVIEYAKQKLDFFIRTSDSFDKFDFCEPSFVTGNCLEISPDCSQYDRVYCGAGVQKEHEEYMKNLLKVGGILVMPLEEKLTKITRTGPSAWETKKILAVSFAPLIQPCHSESGKSRLVQLPPVAVRSLQDLARIAIRGTIKKIIHQETVSKNGNGLKNTPRFKRRRVRRRRMETIVFLDKEVFAS.... Result: 0 (the proteins do not interact). (4) Protein 1 (ENSG00000275713) has sequence MPDPAKSAPAPKKGSKKAVTKAQKKDGKKRKRSRKESYSVYVYKVLKQVHPDTGISSKAMGIMNSFVNDIFERIAGEASRLAHYNKRSTITSREIQTAVRLLLPGELAKHAVSEGTKAVTKYTSSK*. Protein 2 (ENSG00000127578) has sequence MPALRPLLPLLLLLRLTSGAGLLPGLGSHPGVCPNQLSPNLWVDAQSTCERECSRDQDCAAAEKCCINVCGLHSCVAARFPGSPAAPTTAASCEGFVCPQQGSDCDIWDGQPVCRCRDRCEKEPSFTCASDGLTYYNRCYMDAEACLRGLHLHIVPCKHVLSWPPSSPGPPETTARPTPGAAPVPPALYSSPSPQAVQVGGTASLHCDVSGRPPPAVTWEKQSHQRENLIMRPDQMYGNVVVTSIGQLVLYNARPEDAGLYTCTARNAAGLLRADFPLSVVQREPARDAAPSIPAPAECL.... Result: 0 (the proteins do not interact). (5) Protein 1 (ENSG00000175224) has sequence METDLNSQDRKDLDKFIKFFALKTVQVIVQARLGEKICTRSSSSPTGSDWFNLAIKDIPEVTHEAKKALAGQLPAVGRSMCVEISLKTSEGDSMELEIWCLEMNEKCDKEIKVSYTVYNRLSLLLKSLLAITRVTPAYRLSRKQGHEYVILYRIYFGEVQLSGLGEGFQTVRVGTVGTPVGTITLSCAYRINLAFMSTRQFERTPPIMGIIIDHFVDRPYPSSSPMHPCNYRTAGEDTGVIYPSVEDSQEVCTTSFSTSPPSQLSSSRLSYQPAALGVGSADLAYPVVFAAGLNATHPHQ.... Protein 2 (ENSG00000132613) has sequence METAEKECGALGGLFQAIVNDMKSSYPIWEDFNSKATKLHSQLRTTVLAAVAFLDAFQKVADMATNTRGATRDIGSALTRMCMRHRSIETKLRQFTNALLESLINPLQERIEDWKKAANQLDKDHAKEYKRARHEIKKKSSDTLKLQKKARKELLGKGDLQPQLDSALQDVNDMYLLLEETEKQAVRRALIEERGRFCTFITFLQPVVNGELTMLGEITHLQGIIDDLVVLTAEPHKLPPASEQVIKDLKGSDYSWSYQTPPSSPSSSSSRKSSMCSAPSSSSSAKGGGAPWPGGAQTYS.... Result: 0 (the proteins do not interact). (6) Protein 1 (ENSG00000185739) has sequence MRALVLLGCLLASLLFSGQAEETEDANEEAPLRDRSHIEKTLMLNEDKPSDDYSAVLQRLRKIYHSSIKPLEQSYKYNELRQHEITDGEITSKPMVLFLGPWSVGKSTMINYLLGLENTRYQLYTGAEPTTSEFTVLMHGPKLKTIEGIVMAADSARSFSPLEKFGQNFLEKLIGIEVPHKLLERVTFVDTPGIIENRKQQERGYPFNDVCQWFIDRADLIFVVFDPTKLDVGLELEMLFRQLKGRESQIRIILNKADNLATQMLMRVYGALFWSLAPLINVTEPPRVYVSSFWPQEYKP.... Protein 2 (ENSG00000126107) has sequence MAGPGPGAVLESPRQLLGRVRFLAEAARSLRAGRPLPAALAFVPREVLYKLYKDPAGPSRVLLPVWEAEGLGLRVGAAGPAPGTGSGPLRAARDSIELRRGACVRTTGEELCNGHGLWVKLTKEQLAEHLGDCGLQEGWLLVCRPAEGGARLVPIDTPNHLQRQQQLFGVDYRPVLRWEQVVDLTYSHRLGSRPQPAEAYAEAVQRLLYVPPTWTYECDEDLIHFLYDHLGKEDENLGSVKQYVESIDVSSYTEEFNVSCLTDSNADTYWESDGSQCQHWVRLTMKKGTIVKKLLLTVDT.... Result: 0 (the proteins do not interact). (7) Protein 1 (ENSG00000167754) has sequence MATARPPWMWVLCALITALLLGVTEHVLANNDVSCDHPSNTVPSGSNQDLGAGAGEDARSDDSSSRIINGSDCDMHTQPWQAALLLRPNQLYCGAVLVHPQWLLTAAHCRKKVFRVRLGHYSLSPVYESGQQMFQGVKSIPHPGYSHPGHSNDLMLIKLNRRIRPTKDVRPINVSSHCPSAGTKCLVSGWGTTKSPQVHFPKVLQCLNISVLSQKRCEDAYPRQIDDTMFCAGDKAGRDSCQGDSGGPVVCNGSLQGLVSWGDYPCARPNRPGVYTNLCKFTKWIQETIQANS*MATARP.... Protein 2 (ENSG00000244476) has sequence MGLLLLVLILTPSLAAYRHPDFPLLEKAQQLLQSTGSPYSTNCWLCTSSSTETPGTAYPASPREWTSIEAELHISYRWDPNLKGLMRPANSLLSTVKQDFPDIRQKPPIFGPIFTNINLMGIAPICVMAKRKNGTNVGTLPSTVCNVTFTVDSNQQTYQTYTHNQFRHQPRFPKPPNITFPQGTLLDKSSRFCQGRPSSCSTRNFWFRPADYNQCLQISNLSSTAEWVLLDQTRNSLFWENKTKGANQSQTPCVQVLAGMTIATSYLGISAVSEFFGTSLTPLFHFHISTCLKTQGAFYI.... Result: 0 (the proteins do not interact).